This data is from Catalyst prediction with 721,799 reactions and 888 catalyst types from USPTO. The task is: Predict which catalyst facilitates the given reaction. (1) Reactant: [N+:1]([C:4]1[CH:16]=[CH:15][C:7]([O:8][CH:9]2[CH2:14][CH2:13][NH:12][CH2:11][CH2:10]2)=[CH:6][CH:5]=1)([O-:3])=[O:2].Br[CH2:18][C:19]1[CH:24]=[CH:23][C:22]([C:25]([OH:34])([C:30]([F:33])([F:32])[F:31])[C:26]([F:29])([F:28])[F:27])=[CH:21][CH:20]=1.C(=O)([O-])[O-].[K+].[K+]. Product: [F:27][C:26]([F:28])([F:29])[C:25]([C:22]1[CH:23]=[CH:24][C:19]([CH2:18][N:12]2[CH2:11][CH2:10][CH:9]([O:8][C:7]3[CH:15]=[CH:16][C:4]([N+:1]([O-:3])=[O:2])=[CH:5][CH:6]=3)[CH2:14][CH2:13]2)=[CH:20][CH:21]=1)([OH:34])[C:30]([F:31])([F:33])[F:32]. The catalyst class is: 10. (2) Reactant: [CH3:1][S:2](Cl)(=[O:4])=[O:3].[F:6][C:7]([F:39])([F:38])[C:8]1[CH:9]=[C:10]([CH:31]=[C:32]([C:34]([F:37])([F:36])[F:35])[CH:33]=1)[CH2:11][N:12]([CH3:30])[C:13]([N:15]1[CH2:20][CH2:19][CH:18]([OH:21])[CH2:17][CH:16]1[C:22]1[CH:27]=[CH:26][C:25]([F:28])=[CH:24][C:23]=1[CH3:29])=[O:14]. Product: [CH3:1][S:2]([O:21][CH:18]1[CH2:19][CH2:20][N:15]([C:13](=[O:14])[N:12]([CH2:11][C:10]2[CH:9]=[C:8]([C:7]([F:6])([F:38])[F:39])[CH:33]=[C:32]([C:34]([F:35])([F:36])[F:37])[CH:31]=2)[CH3:30])[CH:16]([C:22]2[CH:27]=[CH:26][C:25]([F:28])=[CH:24][C:23]=2[CH3:29])[CH2:17]1)(=[O:4])=[O:3]. The catalyst class is: 1.